From a dataset of Forward reaction prediction with 1.9M reactions from USPTO patents (1976-2016). Predict the product of the given reaction. (1) Given the reactants [H-].[H-].[H-].[H-].[Li+].[Al+3].C1COCC1.C([O:14][C:15]([C@H:17]1[CH2:21][CH2:20][C@@H:19]([C:22]2[CH:27]=[C:26]([F:28])[C:25]([F:29])=[C:24]([F:30])[CH:23]=2)[NH:18]1)=O)C.[OH-].[Na+], predict the reaction product. The product is: [F:28][C:26]1[CH:27]=[C:22]([C@H:19]2[NH:18][C@@H:17]([CH2:15][OH:14])[CH2:21][CH2:20]2)[CH:23]=[C:24]([F:30])[C:25]=1[F:29]. (2) Given the reactants C([N:8]1[CH2:12][CH2:11][C:10]([F:17])([C:13]([O:15][CH3:16])=[O:14])[CH2:9]1)C1C=CC=CC=1.[CH3:30][C:29]([O:28][C:26](O[C:26]([O:28][C:29]([CH3:32])([CH3:31])[CH3:30])=[O:27])=[O:27])([CH3:32])[CH3:31].[H][H], predict the reaction product. The product is: [F:17][C:10]1([C:13]([O:15][CH3:16])=[O:14])[CH2:11][CH2:12][N:8]([C:26]([O:28][C:29]([CH3:30])([CH3:31])[CH3:32])=[O:27])[CH2:9]1. (3) Given the reactants O=[C:2]([CH2:24][CH2:25][C:26](=O)[C:27]1[S:28][C:29]([CH2:32][O:33]C2CCCCO2)=[CH:30][N:31]=1)[CH:3]([C:11]1[CH:23]=[CH:22][C:14]([C:15]([O:17][C:18]([CH3:21])([CH3:20])[CH3:19])=[O:16])=[CH:13][CH:12]=1)[CH2:4][CH:5]1[CH2:10][CH2:9][O:8][CH2:7][CH2:6]1.C([O-])(=O)C.[NH4+:45], predict the reaction product. The product is: [OH:33][CH2:32][C:29]1[S:28][C:27]([C:26]2[NH:45][C:2]([CH:3]([C:11]3[CH:23]=[CH:22][C:14]([C:15]([O:17][C:18]([CH3:19])([CH3:20])[CH3:21])=[O:16])=[CH:13][CH:12]=3)[CH2:4][CH:5]3[CH2:10][CH2:9][O:8][CH2:7][CH2:6]3)=[CH:24][CH:25]=2)=[N:31][CH:30]=1. (4) The product is: [CH2:32]([N:2]1[CH2:7][CH2:6][CH2:5][CH:4]([C:8]([N:10]2[CH2:15][CH2:14][N:13]([C:16]3[CH:21]=[CH:20][CH:19]=[C:18]([C:22]([F:25])([F:23])[F:24])[CH:17]=3)[CH2:12][CH2:11]2)=[O:9])[CH2:3]1)[CH3:33]. Given the reactants Cl.[NH:2]1[CH2:7][CH2:6][CH2:5][CH:4]([C:8]([N:10]2[CH2:15][CH2:14][N:13]([C:16]3[CH:21]=[CH:20][CH:19]=[C:18]([C:22]([F:25])([F:24])[F:23])[CH:17]=3)[CH2:12][CH2:11]2)=[O:9])[CH2:3]1.C(=O)([O-])[O-].[K+].[K+].[CH2:32](Br)[CH3:33], predict the reaction product. (5) The product is: [CH2:1]([S:4]([N:7]1[CH2:10][C:9]([CH2:11][NH2:12])([C:13]2[CH:18]=[CH:17][CH:16]=[CH:15][N:14]=2)[CH2:8]1)(=[O:5])=[O:6])[CH2:2][CH3:3]. Given the reactants [CH2:1]([S:4]([N:7]1[CH2:10][C:9]([C:13]2[CH:18]=[CH:17][CH:16]=[CH:15][N:14]=2)([C:11]#[N:12])[CH2:8]1)(=[O:6])=[O:5])[CH2:2][CH3:3], predict the reaction product.